Dataset: Forward reaction prediction with 1.9M reactions from USPTO patents (1976-2016). Task: Predict the product of the given reaction. (1) Given the reactants [CH2:1]([C@H:3]1[C@@H:7]([C:8]([NH:10][NH:11][C:12]2[N:13]=[C:14]3[CH:20]=[CH:19][N:18]([S:21]([C:24]4[CH:30]=[CH:29][C:27]([CH3:28])=[CH:26][CH:25]=4)(=[O:23])=[O:22])[C:15]3=[N:16][CH:17]=2)=O)[CH2:6][N:5](C(OC(C)(C)C)=O)[CH2:4]1)[CH3:2].S(Cl)(Cl)=O.Cl.CCOCC, predict the reaction product. The product is: [CH2:1]([C@H:3]1[CH2:4][NH:5][CH2:6][C@H:7]1[C:8]1[N:13]2[C:14]3[CH:20]=[CH:19][N:18]([S:21]([C:24]4[CH:30]=[CH:29][C:27]([CH3:28])=[CH:26][CH:25]=4)(=[O:23])=[O:22])[C:15]=3[N:16]=[CH:17][C:12]2=[N:11][N:10]=1)[CH3:2]. (2) Given the reactants [OH:1][C:2]1[CH:3]=[C:4]([CH2:9][C@@:10]([NH:23][NH:24]C(OC(C)(C)C)=O)([CH3:22])[C:11]([O:13][CH2:14][C:15]([O:17]C(C)(C)C)=[O:16])=[O:12])[CH:5]=[CH:6][C:7]=1[OH:8], predict the reaction product. The product is: [C:15]([CH2:14][O:13][C:11](=[O:12])[C@:10]([NH:23][NH2:24])([CH3:22])[CH2:9][C:4]1[CH:5]=[CH:6][C:7]([OH:8])=[C:2]([OH:1])[CH:3]=1)([OH:17])=[O:16]. (3) Given the reactants Cl[C:2]1[C:11]2[C:6](=[CH:7][CH:8]=[C:9]([O:12][CH2:13][CH2:14][CH3:15])[CH:10]=2)[N:5]=[C:4]([C:16]2[CH:17]=[N:18][CH:19]=[CH:20][CH:21]=2)[N:3]=1.[NH2:22][C:23]1[CH:31]=[CH:30][CH:29]=[CH:28][C:24]=1[C:25]([NH2:27])=[O:26], predict the reaction product. The product is: [CH2:13]([O:12][C:9]1[CH:10]=[C:11]2[C:6](=[CH:7][CH:8]=1)[N:5]=[C:4]([C:16]1[CH:17]=[N:18][CH:19]=[CH:20][CH:21]=1)[N:3]=[C:2]2[NH:22][C:23]1[CH:31]=[CH:30][CH:29]=[CH:28][C:24]=1[C:25]([NH2:27])=[O:26])[CH2:14][CH3:15].